The task is: Predict which catalyst facilitates the given reaction.. This data is from Catalyst prediction with 721,799 reactions and 888 catalyst types from USPTO. (1) Reactant: [CH2:1]([C:11]1[CH:20]=[CH:19][C:18]2[C:13](=[CH:14][CH:15]=[C:16]([O:21][CH3:22])[CH:17]=2)[CH:12]=1)[CH2:2][CH2:3][CH2:4][CH2:5][CH2:6][CH2:7][CH2:8][CH2:9][CH3:10].[CH2:23]([Li])[CH2:24][CH2:25][CH3:26].[Cu](C#N)C#N.C[C:34]1[C:39](=O)[C:38]([CH3:41])=[C:37]([CH3:42])[C:36](=O)[C:35]=1[CH3:44].Cl. Product: [CH2:44]([C:35]1[CH:36]=[C:37]2[C:38]([CH:41]=[C:16]([O:21][CH3:22])[C:15]([C:15]3[C:16]([O:21][CH3:22])=[CH:17][C:18]4[C:13](=[CH:12][C:11]([CH2:1][CH2:2][CH2:3][CH2:4][CH2:5][CH2:6][CH2:7][CH2:8][CH2:9][CH3:10])=[CH:20][CH:19]=4)[CH:14]=3)=[CH:42]2)=[CH:39][CH:34]=1)[CH2:26][CH2:25][CH2:24][CH2:23][CH2:3][CH2:2][CH2:1][CH2:11][CH3:12]. The catalyst class is: 7. (2) Reactant: Cl[C:2]1[CH:3]=[CH:4][C:5]2[N:6]([CH:8]=[C:9]([NH:11][C:12]([C:14]3[CH:18]=[C:17]([CH3:19])[O:16][C:15]=3[CH3:20])=[O:13])[N:10]=2)[N:7]=1.[SH:21][C:22]1[N:23]([CH3:27])[CH:24]=[CH:25][N:26]=1.C(=O)([O-])[O-].[K+].[K+]. Product: [CH3:20][C:15]1[O:16][C:17]([CH3:19])=[CH:18][C:14]=1[C:12]([NH:11][C:9]1[N:10]=[C:5]2[CH:4]=[CH:3][C:2]([S:21][C:22]3[N:23]([CH3:27])[CH:24]=[CH:25][N:26]=3)=[N:7][N:6]2[CH:8]=1)=[O:13]. The catalyst class is: 9.